Task: Predict the reactants needed to synthesize the given product.. Dataset: Full USPTO retrosynthesis dataset with 1.9M reactions from patents (1976-2016) (1) The reactants are: [CH3:1][C:2]1[C:3]([Sn](CCCC)(CCCC)CCCC)=[N:4][CH:5]=[CH:6][CH:7]=1.[C:21]([O:25][C:26](=[O:45])[N:27]([CH2:29][C:30]1[CH:34]=[C:33](Br)[N:32]([S:36]([C:39]2[CH:40]=[N:41][CH:42]=[CH:43][CH:44]=2)(=[O:38])=[O:37])[CH:31]=1)[CH3:28])([CH3:24])([CH3:23])[CH3:22]. Given the product [CH3:28][N:27]([CH2:29][C:30]1[CH:34]=[C:33]([C:3]2[C:2]([CH3:1])=[CH:7][CH:6]=[CH:5][N:4]=2)[N:32]([S:36]([C:39]2[CH:40]=[N:41][CH:42]=[CH:43][CH:44]=2)(=[O:38])=[O:37])[CH:31]=1)[C:26](=[O:45])[O:25][C:21]([CH3:24])([CH3:22])[CH3:23], predict the reactants needed to synthesize it. (2) Given the product [CH:47]1([CH2:50][NH:51][C:34]([NH:1][C:2]2[CH:10]=[C:9]3[C:5]([CH:6]=[N:7][N:8]3[CH:11]3[CH2:16][CH2:15][N:14]([CH2:17][C:18]4[CH:19]=[CH:20][C:21]([C:24]([OH:33])([C:25]([F:26])([F:27])[F:28])[C:29]([F:32])([F:31])[F:30])=[CH:22][CH:23]=4)[CH2:13][CH2:12]3)=[CH:4][CH:3]=2)=[O:35])[CH2:49][CH2:48]1, predict the reactants needed to synthesize it. The reactants are: [NH2:1][C:2]1[CH:10]=[C:9]2[C:5]([CH:6]=[N:7][N:8]2[CH:11]2[CH2:16][CH2:15][N:14]([CH2:17][C:18]3[CH:23]=[CH:22][C:21]([C:24]([OH:33])([C:29]([F:32])([F:31])[F:30])[C:25]([F:28])([F:27])[F:26])=[CH:20][CH:19]=3)[CH2:13][CH2:12]2)=[CH:4][CH:3]=1.[C:34](Cl)(=O)[O:35]C1C=CC([N+]([O-])=O)=CC=1.[CH:47]1([CH2:50][NH2:51])[CH2:49][CH2:48]1. (3) Given the product [CH:11]1([NH:14][C:15]([C:17]2[CH:22]=[C:21]([C:23]3[C:24]([C:32]([NH:34][C:35]4[S:36][CH:37]=[CH:38][N:39]=4)=[O:33])=[CH:25][C:26]([C:29]([NH:6][CH2:5][C:4]4[CH:7]=[CH:8][C:9]([CH3:10])=[C:2]([CH3:1])[CH:3]=4)=[O:31])=[CH:27][CH:28]=3)[C:20]([CH3:40])=[C:19]([F:41])[CH:18]=2)=[O:16])[CH2:13][CH2:12]1, predict the reactants needed to synthesize it. The reactants are: [CH3:1][C:2]1[CH:3]=[C:4]([CH:7]=[CH:8][C:9]=1[CH3:10])[CH2:5][NH2:6].[CH:11]1([NH:14][C:15]([C:17]2[CH:18]=[C:19]([F:41])[C:20]([CH3:40])=[C:21]([C:23]3[CH:28]=[CH:27][C:26]([C:29]([OH:31])=O)=[CH:25][C:24]=3[C:32]([NH:34][C:35]3[S:36][CH:37]=[CH:38][N:39]=3)=[O:33])[CH:22]=2)=[O:16])[CH2:13][CH2:12]1.Cl.CN(C)CCCN=C=NCC.CCOC(C)=O. (4) Given the product [CH2:7]([N:21]1[C:20]2[CH:22]=[C:23]([C:25]3[CH:30]=[CH:29][CH:28]=[CH:27][CH:26]=3)[S:24][C:19]=2[C:18](=[O:31])[N:17]([CH:32]2[CH2:37][CH2:36][N:35]([C:38]([O:40][C:41]([CH3:43])([CH3:42])[CH3:44])=[O:39])[CH2:34][CH2:33]2)[C:16]1=[O:15])[C:8]1[CH:13]=[CH:12][CH:11]=[CH:10][CH:9]=1, predict the reactants needed to synthesize it. The reactants are: C(=O)([O-])[O-].[K+].[K+].[CH2:7](Br)[C:8]1[CH:13]=[CH:12][CH:11]=[CH:10][CH:9]=1.[O:15]=[C:16]1[NH:21][C:20]2[CH:22]=[C:23]([C:25]3[CH:30]=[CH:29][CH:28]=[CH:27][CH:26]=3)[S:24][C:19]=2[C:18](=[O:31])[N:17]1[CH:32]1[CH2:37][CH2:36][N:35]([C:38]([O:40][C:41]([CH3:44])([CH3:43])[CH3:42])=[O:39])[CH2:34][CH2:33]1. (5) Given the product [CH2:1]([N:8]1[CH2:13][CH:12]2[CH:14]([NH:15][C:16]3[CH:17]=[C:18]4[C:22](=[CH:23][CH:24]=3)[NH:21][N:20]=[CH:19]4)[CH:9]1[CH2:10][CH2:11]2)[C:2]1[CH:7]=[CH:6][CH:5]=[CH:4][CH:3]=1, predict the reactants needed to synthesize it. The reactants are: [CH2:1]([N:8]1[CH2:13][CH:12]2[CH:14]([NH:15][C:16]3[CH:17]=[C:18]4[C:22](=[CH:23][CH:24]=3)[N:21](C(=O)C(C)(C)C)[N:20]=[CH:19]4)[CH:9]1[CH2:10][CH2:11]2)[C:2]1[CH:7]=[CH:6][CH:5]=[CH:4][CH:3]=1.C(=O)([O-])[O-].[K+].[K+]. (6) The reactants are: [Cl:1][CH2:2][CH2:3][CH2:4][O:5][C:6]1[CH:11]=[CH:10][C:9]([C:12]2[O:13][C:14]([C:18](OC)=[O:19])=[C:15]([CH3:17])[N:16]=2)=[CH:8][CH:7]=1.CO.[BH4-].[Li+].Cl.[OH-].[Na+]. Given the product [Cl:1][CH2:2][CH2:3][CH2:4][O:5][C:6]1[CH:7]=[CH:8][C:9]([C:12]2[O:13][C:14]([CH2:18][OH:19])=[C:15]([CH3:17])[N:16]=2)=[CH:10][CH:11]=1, predict the reactants needed to synthesize it. (7) Given the product [Si:15]([O-:22])([O-:19])([O-:16])[O-:14].[CH2:2]([N+:8]([CH3:11])([CH3:10])[CH3:9])[CH2:3][CH2:4][CH2:5][CH2:6][CH3:7].[CH2:2]([N+:8]([CH3:11])([CH3:10])[CH3:9])[CH2:3][CH2:4][CH2:5][CH2:6][CH3:7].[CH2:2]([N+:8]([CH3:11])([CH3:10])[CH3:9])[CH2:3][CH2:4][CH2:5][CH2:6][CH3:7].[CH2:2]([N+:8]([CH3:11])([CH3:10])[CH3:9])[CH2:3][CH2:4][CH2:5][CH2:6][CH3:7], predict the reactants needed to synthesize it. The reactants are: [OH-].[CH2:2]([N+:8]([CH3:11])([CH3:10])[CH3:9])[CH2:3][CH2:4][CH2:5][CH2:6][CH3:7].C([O:14][Si:15]([O:22]CC)([O:19]CC)[O:16]CC)C. (8) Given the product [CH:1]([C@@H:3]1[CH2:9][C@@H:8]2[C@@H:6]([CH2:7]2)[CH2:5][N:4]1[C:10]([O:12][C:13]([CH3:16])([CH3:15])[CH3:14])=[O:11])=[CH2:17], predict the reactants needed to synthesize it. The reactants are: [CH:1]([C@@H:3]1[CH2:9][C@@H:8]2[C@@H:6]([CH2:7]2)[CH2:5][N:4]1[C:10]([O:12][C:13]([CH3:16])([CH3:15])[CH3:14])=[O:11])=O.[CH2:17]1COCC1.